This data is from Experimentally validated miRNA-target interactions with 360,000+ pairs, plus equal number of negative samples. The task is: Binary Classification. Given a miRNA mature sequence and a target amino acid sequence, predict their likelihood of interaction. The miRNA is hsa-miR-3200-3p with sequence CACCUUGCGCUACUCAGGUCUG. The protein sequence of the target gene is MSKRGRGGSSGAKFRISLGLPVGAVINCADNTGAKNLYIISVKGIKGRLNRLPAAGVGDMVMATVKKGKPELRKKVHPAVVIRQRKSYRRKDGVFLYFEDNAGVIVNNKGEMKGSAITGPVAKECADLWPRIASNAGSIA. Result: 1 (interaction).